This data is from Forward reaction prediction with 1.9M reactions from USPTO patents (1976-2016). The task is: Predict the product of the given reaction. (1) Given the reactants [F:1][C:2]1[CH:3]=[C:4]([S:8][C:9]2[CH:10]=[C:11]3[C:16](=[CH:17][CH:18]=2)[C@H:15]([CH2:19][N:20]2[CH2:23][CH:22]([OH:24])[CH2:21]2)[CH2:14][CH2:13][CH2:12]3)[CH:5]=[CH:6][CH:7]=1.[OH:25]OS([O-])=O.[K+].[OH2:31], predict the reaction product. The product is: [F:1][C:2]1[CH:3]=[C:4]([S:8]([C:9]2[CH:10]=[C:11]3[C:16](=[CH:17][CH:18]=2)[C@H:15]([CH2:19][N:20]2[CH2:21][CH:22]([OH:24])[CH2:23]2)[CH2:14][CH2:13][CH2:12]3)(=[O:25])=[O:31])[CH:5]=[CH:6][CH:7]=1. (2) Given the reactants [N:1]1([C:7]2[N:12]=[CH:11][NH:10][C:9](=[O:13])[CH:8]=2)[CH2:6][CH2:5][NH:4][CH2:3][CH2:2]1.[Br:14][C:15]1[CH:22]=[CH:21][C:20]([F:23])=[CH:19][C:16]=1[CH:17]=O, predict the reaction product. The product is: [Br:14][C:15]1[CH:22]=[CH:21][C:20]([F:23])=[CH:19][C:16]=1[CH2:17][N:4]1[CH2:5][CH2:6][N:1]([C:7]2[N:12]=[CH:11][NH:10][C:9](=[O:13])[CH:8]=2)[CH2:2][CH2:3]1. (3) Given the reactants [CH3:1][C:2]1[C:7]([NH:8][C:9]([CH:11]2[N:16]([CH3:17])[CH2:15][CH2:14][CH2:13][CH2:12]2)=[O:10])=[C:6]([CH3:18])[CH:5]=[CH:4][CH:3]=1.Cl.C(=O)([O-])[O-], predict the reaction product. The product is: [CH3:1][C:2]1[C:7]([NH:8][C:9]([CH:11]2[N:16]([CH3:17])[CH2:15][CH2:14][CH2:13][CH2:12]2)=[O:10])=[C:6]([CH3:18])[CH:5]=[CH:4][CH:3]=1.